This data is from Experimentally validated miRNA-target interactions with 360,000+ pairs, plus equal number of negative samples. The task is: Binary Classification. Given a miRNA mature sequence and a target amino acid sequence, predict their likelihood of interaction. (1) The miRNA is hsa-miR-3160-3p with sequence AGAGCUGAGACUAGAAAGCCCA. Result: 1 (interaction). The protein sequence of the target gene is MSEEVTYATLTFQDSAGARNNRDGNNLRKRGHPAPSPIWRHAALGLVTLCLMLLIGLVTLGMMFLQISNDINSDSEKLSQLQKTIQQQQDNLSQQLGNSNNLSMEEEFLKSQISSVLKRQEQMAIKLCQELIIHTSDHRCNPCPKMWQWYQNSCYYFTTNEEKTWANSRKDCIDKNSTLVKIDSLEEKDFLMSQPLLMFSFFWLGLSWDSSGRSWFWEDGSVPSPSLFSTKELDQINGSKGCAYFQKGNIYISRCSAEIFWICEKTAAPVKTEDLD. (2) The miRNA is mmu-miR-679-3p with sequence AGCAAGGUCCUCCUCACAGUAG. The protein sequence of the target gene is MAEMEKEGRPPENKRSRKPAHPVKREINEEMKNFAENTMNELLGWYGYDKVELKDGEDIEFRSYTTDGESRQHISVLKENSLPKPKLPEDSVISSYNISTGYSGLATGNGLSDSPAGSKDHGNVPIIVPLIPPPFIKPPAEDDVSNVQIMCAWCQKVGIKRYSLSMGSEVKSFCSEKCFAACRRAYFKRNKARDEDGRAETFPQQHYAKETPRLAFKNNCELLVCDWCKHIRHTKEYLDFGDGERRLQFCSAKCLNQYKMDIFYKETQANLPAGLCSTLHPHMESKAEGTGVQLLTPDSW.... Result: 0 (no interaction). (3) The miRNA is mmu-miR-1964-3p with sequence CCGACUUCUGGGCUCCGGCUUU. The protein sequence of the target gene is MLAWQDVGAKAAPSHHKISFSVLDILDPQKFTRAALPPVRLAALEAKKSLEEVEAGQDACSGNPIGSQETPDAVGRGIDPGSPVEGSEAEEEEEAEDAGRAHQPERWQGVHEGSPEARAVAVGTEESGAEGLPASPGSPGSPRPRRRRAESSCAKPRRARTAFTYEQLVALENKFRATRYLSVCERLNLALSLSLTETQVKIWFQNRRTKWKKQNPGADGAVQAGGGAPQPGTPGAVAGGGGSATGSSPGPPVPGALPYQTFPTYPATNVLFPAASFPLTTAANGSPFTPFLGPSYLTPF.... Result: 0 (no interaction). (4) The miRNA is mmu-miR-574-3p with sequence CACGCUCAUGCACACACCCACA. The protein sequence of the target gene is MQQALELALDRAEYVIESARQRPPKRKYLSSGRKSVFQKLYDLYIEECEKEPEVKKLRRNVNLLEKLVMQETLSCLVVNLYPGNEGYSLMLRGKNGSDSETIRLPYEEGELLEYLDAEELPPILVDLLEKSQVNIFHCGCVIAEIRDYRQSSNMKSPGYQSRHILLRPTMQTLICDVHSITSDNHKWTQEDKLLLESQLILATAEPLCLDPSIAVTCTANRLLYNKQKMNTRPMKRCFKRYSRSSLNRQQDLSHCPPPPQLRLLDFLQKRKERKAGQHYDLKISKAGNCVDMWKRSPCNL.... Result: 0 (no interaction). (5) The miRNA is hsa-miR-183-5p with sequence UAUGGCACUGGUAGAAUUCACU. The protein sequence of the target gene is MCPGNWLWASMTFMARFSRSSSRSPVRTRGTLEEMPTVQHPFLNVFELERLLYTGKTACNHADEVWPGLYLGDQDMANNRRELRRLGITHVLNASHSRWRGTPEAYEGLGIRYLGVEAHDSPAFDMSIHFQTAADFIHRALSQPGGKILVHCAVGVSRSATLVLAYLMLYHHLTLVEAIKKVKDHRGIIPNRGFLRQLLALDRRLRQGLEA. Result: 0 (no interaction). (6) The miRNA is rno-miR-320-3p with sequence AAAAGCUGGGUUGAGAGGGCGA. The protein sequence of the target gene is MSDERRLPGSAVGWLVCGGLSLLANAWGILSVGAKQKKWKPLEFLLCTLAATHMLNVAVPIATYSVVQLRRQRPDFEWNEGLCKVFVSTFYTLTLATCFSVTSLSYHRMWMVCWPVNYRLSNAKKQAVHTVMGIWMVSFILSALPAVGWHDTSERFYTHGCRFIVAEIGLGFGVCFLLLVGGSVAMGVICTAIALFQTLAVQVGRQADRRAFTVPTIVVEDAQGKRRSSIDGSEPAKTSLQTTGLVTTIVFIYDCLMGFPVLVVSFSSLRADASAPWMALCVLWCSVAQALLLPVFLWAC.... Result: 0 (no interaction). (7) The miRNA is mmu-miR-466j with sequence UGUGUGCAUGUGCAUGUGUGUAA. The protein sequence of the target gene is MERVRMINVQRLLEAAEFLERRERECEHGYASSFPSMPSPRLQHSKPPRRLSRAQKHSSGSSNTSTANRSTHNELEKNRRAHLRLCLERLKVLIPLGPDCTRHTTLGLLNKAKAHIKKLEEAERKSQHQLENLEREQRFLKRRLEQLQGPQEMERIRMDSIGSTISSDRSDSEREEIEVDVESTEFSHGEADSVSTTSISDLDDHSSLQSVGSDEGYSSASVKLSFAS. Result: 0 (no interaction).